The task is: Regression. Given a peptide amino acid sequence and an MHC pseudo amino acid sequence, predict their binding affinity value. This is MHC class II binding data.. This data is from Peptide-MHC class II binding affinity with 134,281 pairs from IEDB. The binding affinity (normalized) is 0. The peptide sequence is QTLPAMCNVYIPPYCTIAPF. The MHC is DRB3_0101 with pseudo-sequence DRB3_0101.